Dataset: Forward reaction prediction with 1.9M reactions from USPTO patents (1976-2016). Task: Predict the product of the given reaction. (1) Given the reactants C([O:3][C:4](=[O:34])[CH2:5][CH2:6][CH2:7][CH2:8][CH2:9][O:10][C:11]1[C:12]2[C:19]([C:20]3[CH:25]=[CH:24][C:23]([O:26][CH3:27])=[CH:22][CH:21]=3)=[C:18]([C:28]3[CH:33]=[CH:32][CH:31]=[CH:30][CH:29]=3)[O:17][C:13]=2[N:14]=[CH:15][N:16]=1)C.[OH-].[Na+].Cl, predict the reaction product. The product is: [CH3:27][O:26][C:23]1[CH:22]=[CH:21][C:20]([C:19]2[C:12]3[C:11]([O:10][CH2:9][CH2:8][CH2:7][CH2:6][CH2:5][C:4]([OH:34])=[O:3])=[N:16][CH:15]=[N:14][C:13]=3[O:17][C:18]=2[C:28]2[CH:29]=[CH:30][CH:31]=[CH:32][CH:33]=2)=[CH:25][CH:24]=1. (2) Given the reactants [CH2:1]([C@@H:8]([C@@H:11]([O:13][CH2:14][C:15]1[CH:20]=[CH:19][C:18]([O:21][CH3:22])=[CH:17][CH:16]=1)[CH3:12])[CH:9]=[O:10])[C:2]1[CH:7]=[CH:6][CH:5]=[CH:4][CH:3]=1.[CH:23]([Mg]Br)=[CH2:24], predict the reaction product. The product is: [CH2:1]([C@@H:8]([C@@H:11]([O:13][CH2:14][C:15]1[CH:16]=[CH:17][C:18]([O:21][CH3:22])=[CH:19][CH:20]=1)[CH3:12])[C@@H:9]([OH:10])[CH:23]=[CH2:24])[C:2]1[CH:3]=[CH:4][CH:5]=[CH:6][CH:7]=1.